The task is: Binary Classification. Given a drug SMILES string, predict its activity (active/inactive) in a high-throughput screening assay against a specified biological target.. This data is from HIV replication inhibition screening data with 41,000+ compounds from the AIDS Antiviral Screen. (1) The compound is CCN(CC)CCCC(C)Nc1cc(-c2ccccc2)nc2ccccc12.O=P(O)(O)O. The result is 0 (inactive). (2) The molecule is O=C1OC(Cc2ccccc2)(N2CCCC2=O)C1c1ccccc1. The result is 0 (inactive).